Dataset: Full USPTO retrosynthesis dataset with 1.9M reactions from patents (1976-2016). Task: Predict the reactants needed to synthesize the given product. (1) The reactants are: [NH2:1][CH2:2][C@H:3]1[C@@H:7]([OH:8])[CH2:6][N:5]([CH2:9][CH2:10][N:11]2[C:20]3[C:15](=[CH:16][CH:17]=[C:18]([F:21])[CH:19]=3)[CH:14]=[CH:13][C:12]2=[O:22])[CH2:4]1.[O:23]=[C:24]1[CH2:29][S:28][C:27]2[CH:30]=[CH:31][C:32]([CH:34]=O)=[N:33][C:26]=2[NH:25]1.C(O[BH-](OC(=O)C)OC(=O)C)(=O)C.[Na+].[ClH:50].C1(N)C(F)=C(F)C(F)=C(N)C=1F.Cl.Cl. Given the product [ClH:50].[ClH:50].[F:21][C:18]1[CH:19]=[C:20]2[C:15]([CH:14]=[CH:13][C:12](=[O:22])[N:11]2[CH2:10][CH2:9][N:5]2[CH2:6][C@H:7]([OH:8])[C@H:3]([CH2:2][NH:1][CH2:34][C:32]3[CH:31]=[CH:30][C:27]4[S:28][CH2:29][C:24](=[O:23])[NH:25][C:26]=4[N:33]=3)[CH2:4]2)=[CH:16][CH:17]=1, predict the reactants needed to synthesize it. (2) The reactants are: [CH3:1][C:2](=[CH2:17])[CH2:3][N:4]1[C:15](=[O:16])[CH2:14][CH2:13][C@H:5]1[C:6]([O:8]C(C)(C)C)=[O:7]. Given the product [CH3:17][C:2](=[CH2:1])[CH2:3][N:4]1[C:15](=[O:16])[CH2:14][CH2:13][C@H:5]1[C:6]([OH:8])=[O:7], predict the reactants needed to synthesize it. (3) Given the product [CH2:1]([O:8][C:9]1[C:14]2[CH2:15][CH2:16][O:17][C:13]=2[CH:12]=[C:11]([CH:18]=[C:22]([C:20]#[N:21])[C:23]([O:25][CH2:26][CH3:27])=[O:24])[CH:10]=1)[C:2]1[CH:3]=[CH:4][CH:5]=[CH:6][CH:7]=1, predict the reactants needed to synthesize it. The reactants are: [CH2:1]([O:8][C:9]1[C:14]2[CH2:15][CH2:16][O:17][C:13]=2[CH:12]=[C:11]([CH:18]=O)[CH:10]=1)[C:2]1[CH:7]=[CH:6][CH:5]=[CH:4][CH:3]=1.[C:20]([CH2:22][C:23]([O:25][CH2:26][CH3:27])=[O:24])#[N:21].C1(C)C=CC=CC=1. (4) The reactants are: C(OC([N:8]1[CH2:13][CH2:12][CH:11]([N:14]2[C:22]3[C:17](=[CH:18][CH:19]=[CH:20][CH:21]=3)[CH2:16][C:15]2=[O:23])[CH2:10][CH2:9]1)=O)(C)(C)C. Given the product [NH:8]1[CH2:13][CH2:12][CH:11]([N:14]2[C:22]3[C:17](=[CH:18][CH:19]=[CH:20][CH:21]=3)[CH2:16][C:15]2=[O:23])[CH2:10][CH2:9]1, predict the reactants needed to synthesize it. (5) Given the product [NH:3]1[C:11]2[C:6](=[CH:7][CH:8]=[CH:9][CH:10]=2)[C:5]([CH:12]2[CH2:17][CH2:16][CH:15]([NH:18][CH:19]([CH:23]3[CH2:24][CH2:25][N:26]([C:40](=[O:41])/[CH:39]=[CH:38]/[C:36]4[CH:35]=[CH:34][C:33]5[O:29][CH2:30][CH2:31][C:32]=5[CH:37]=4)[CH2:27][CH2:28]3)[C:20]([NH2:22])=[O:21])[CH2:14][CH2:13]2)=[CH:4]1, predict the reactants needed to synthesize it. The reactants are: Cl.Cl.[NH:3]1[C:11]2[C:6](=[CH:7][CH:8]=[CH:9][CH:10]=2)[C:5]([CH:12]2[CH2:17][CH2:16][CH:15]([NH:18][CH:19]([CH:23]3[CH2:28][CH2:27][NH:26][CH2:25][CH2:24]3)[C:20]([NH2:22])=[O:21])[CH2:14][CH2:13]2)=[CH:4]1.[O:29]1[C:33]2[CH:34]=[CH:35][C:36](/[CH:38]=[CH:39]/[C:40](O)=[O:41])=[CH:37][C:32]=2[CH2:31][CH2:30]1. (6) The reactants are: [CH2:1]1[O:24][C:23]2[CH:22]=[CH:21][C:5]([CH2:6][CH:7]3[C:16]4[C:11](=[C:12]([O:19][CH3:20])[CH:13]=[CH:14][C:15]=4[O:17][CH3:18])[CH2:10][CH2:9][NH:8]3)=[CH:4][C:3]=2[O:2]1.Br[CH2:26][C:27](Br)=[O:28].[N:30]1[CH:35]=[CH:34][CH:33]=[CH:32][C:31]=1[CH2:36][NH2:37]. Given the product [CH2:1]1[O:24][C:23]2[CH:22]=[CH:21][C:5]([CH2:6][CH:7]3[C:16]4[C:11](=[C:12]([O:19][CH3:20])[CH:13]=[CH:14][C:15]=4[O:17][CH3:18])[CH2:10][CH2:9][N:8]3[CH2:26][C:27]([NH:37][CH2:36][C:31]3[CH:32]=[CH:33][CH:34]=[CH:35][N:30]=3)=[O:28])=[CH:4][C:3]=2[O:2]1, predict the reactants needed to synthesize it. (7) Given the product [CH3:1][N:2]([CH3:3])[C:6]1[N:11]=[C:10]([NH2:12])[CH:9]=[CH:8][N:7]=1, predict the reactants needed to synthesize it. The reactants are: [CH3:1][NH:2][CH3:3].O.Cl[C:6]1[N:11]=[C:10]([NH2:12])[CH:9]=[CH:8][N:7]=1. (8) The reactants are: [C:1]1([C:7]#[CH:8])[CH:6]=[CH:5][CH:4]=[CH:3][CH:2]=1.C(N(CC)CC)C.[F:16][C:17]1[CH:18]=[C:19](OS(C(F)(F)F)(=O)=O)[CH:20]=[N:21][CH:22]=1. Given the product [F:16][C:17]1[CH:22]=[N:21][CH:20]=[C:19]([C:8]#[C:7][C:1]2[CH:6]=[CH:5][CH:4]=[CH:3][CH:2]=2)[CH:18]=1, predict the reactants needed to synthesize it. (9) Given the product [C:10]([O:9][C:7]([NH:3][C:4]([NH:6][C:7]([O:9][C:10]([CH3:13])([CH3:12])[CH3:11])=[O:8])=[S:5])=[O:8])([CH3:13])([CH3:12])[CH3:11], predict the reactants needed to synthesize it. The reactants are: [H-].[Na+].[NH2:3][C:4]([NH2:6])=[S:5].[C:7](O[C:7]([O:9][C:10]([CH3:13])([CH3:12])[CH3:11])=[O:8])([O:9][C:10]([CH3:13])([CH3:12])[CH3:11])=[O:8].